This data is from Forward reaction prediction with 1.9M reactions from USPTO patents (1976-2016). The task is: Predict the product of the given reaction. Given the reactants [NH2:1][C:2]1[CH:10]=[CH:9][CH:8]=[CH:7][C:3]=1[C:4]([NH2:6])=[O:5].[CH3:11][N:12]([CH3:21])[C:13]1[CH:20]=[CH:19][C:16]([CH:17]=O)=[CH:15][CH:14]=1.[Na].S(=O)(=O)=O, predict the reaction product. The product is: [CH3:11][N:12]([CH3:21])[C:13]1[CH:20]=[CH:19][C:16]([C:17]2[N:6]=[C:4]([OH:5])[C:3]3[C:2](=[CH:10][CH:9]=[CH:8][CH:7]=3)[N:1]=2)=[CH:15][CH:14]=1.